Dataset: Forward reaction prediction with 1.9M reactions from USPTO patents (1976-2016). Task: Predict the product of the given reaction. (1) Given the reactants [NH2:1][C:2]1[CH:9]=[CH:8][C:5]([C:6]#[N:7])=[C:4]([CH:10]2[CH2:12][CH2:11]2)[N:3]=1.[ClH:13], predict the reaction product. The product is: [ClH:13].[NH2:7][CH2:6][C:5]1[CH:8]=[CH:9][C:2]([NH2:1])=[N:3][C:4]=1[CH:10]1[CH2:12][CH2:11]1. (2) Given the reactants [Br:1][C:2]1[CH:11]=[CH:10][CH:9]=[C:8]2[C:3]=1[N:4]=[C:5](F)[C:6]([CH3:12])=[N:7]2.[CH:14]1([NH2:17])[CH2:16][CH2:15]1, predict the reaction product. The product is: [Br:1][C:2]1[CH:11]=[CH:10][CH:9]=[C:8]2[C:3]=1[N:4]=[C:5]([NH:17][CH:14]1[CH2:16][CH2:15]1)[C:6]([CH3:12])=[N:7]2. (3) Given the reactants [C:1](Cl)(=[O:8])[C:2]1[CH:7]=[CH:6][CH:5]=[CH:4][CH:3]=1.[CH3:10][N:11]1[C:17]2[CH:18]=[CH:19][CH:20]=[CH:21][C:16]=2[NH:15][CH:14]([CH2:22][C:23]([O:25][CH3:26])=[O:24])[C:13]2=[CH:27][CH:28]=[CH:29][N:12]12.C(N(CC)CC)C, predict the reaction product. The product is: [CH3:10][N:11]1[C:17]2[CH:18]=[CH:19][CH:20]=[CH:21][C:16]=2[N:15]([C:1](=[O:8])[C:2]2[CH:7]=[CH:6][CH:5]=[CH:4][CH:3]=2)[CH:14]([CH2:22][C:23]([O:25][CH3:26])=[O:24])[C:13]2=[CH:27][CH:28]=[CH:29][N:12]12. (4) Given the reactants [Cl:1][C:2]1[CH:3]=[C:4]([CH:7]=[CH:8][C:9]=1[O:10][CH2:11][CH2:12][CH2:13][CH2:14][CH2:15][CH3:16])[CH:5]=O.[C:17]([NH:20][NH2:21])([NH2:19])=[NH:18].Cl, predict the reaction product. The product is: [ClH:1].[Cl:1][C:2]1[CH:3]=[C:4]([CH:7]=[CH:8][C:9]=1[O:10][CH2:11][CH2:12][CH2:13][CH2:14][CH2:15][CH3:16])[CH:5]=[N:21][NH:20][C:17]([NH2:19])=[NH:18]. (5) The product is: [NH2:27][C:22]1[CH:23]=[CH:24][C:25]([CH3:26])=[C:20]([NH:19][C:17]([C:10]2[N:11]3[CH:16]=[CH:15][CH:14]=[CH:13][C:12]3=[N:8][CH:9]=2)=[O:18])[CH:21]=1. Given the reactants C(O)(C(F)(F)F)=O.[N:8]1[CH:9]=[C:10]([C:17]([NH:19][C:20]2[CH:21]=[C:22]([NH:27]C(=O)OC(C)(C)C)[CH:23]=[CH:24][C:25]=2[CH3:26])=[O:18])[N:11]2[CH:16]=[CH:15][CH:14]=[CH:13][C:12]=12, predict the reaction product.